Task: Predict which catalyst facilitates the given reaction.. Dataset: Catalyst prediction with 721,799 reactions and 888 catalyst types from USPTO Reactant: [C:1]1([NH2:11])[C:10]2[C:5](=[CH:6][CH:7]=[CH:8][CH:9]=2)[CH:4]=[CH:3][CH:2]=1.[N+:12]([C:15]1[CH:20]=[CH:19][C:18]([S:21](Cl)(=[O:23])=[O:22])=[CH:17][CH:16]=1)([O-:14])=[O:13].Cl. Product: [C:1]1([NH:11][S:21]([C:18]2[CH:17]=[CH:16][C:15]([N+:12]([O-:14])=[O:13])=[CH:20][CH:19]=2)(=[O:22])=[O:23])[C:10]2[C:5](=[CH:6][CH:7]=[CH:8][CH:9]=2)[CH:4]=[CH:3][CH:2]=1. The catalyst class is: 383.